This data is from Full USPTO retrosynthesis dataset with 1.9M reactions from patents (1976-2016). The task is: Predict the reactants needed to synthesize the given product. (1) Given the product [CH2:1]([O:3][C:4](=[O:13])[CH2:5][C@H:6]1[CH2:7][CH2:8][C@H:9]([NH:12][C:19]([O:18][C:14]([CH3:17])([CH3:16])[CH3:15])=[O:20])[CH2:10][CH2:11]1)[CH3:2], predict the reactants needed to synthesize it. The reactants are: [CH2:1]([O:3][C:4](=[O:13])[CH2:5][C@H:6]1[CH2:11][CH2:10][C@H:9]([NH2:12])[CH2:8][CH2:7]1)[CH3:2].[C:14]([O:18][C:19](O[C:19]([O:18][C:14]([CH3:17])([CH3:16])[CH3:15])=[O:20])=[O:20])([CH3:17])([CH3:16])[CH3:15].C(N(CC)CC)C.O. (2) Given the product [CH2:1]([N:3]([CH2:32][CH3:33])[CH2:4][CH2:5][NH:6][C:7]([C:9]1[CH:18]=[N:36][C:16]2[C:11](=[CH:12][CH:13]=[C:14]([Sn:19]([CH2:24][CH2:25][CH2:26][CH3:27])([CH2:28][CH2:29][CH2:30][CH3:31])[CH2:20][CH2:21][CH2:22][CH3:23])[CH:15]=2)[N:10]=1)=[O:8])[CH3:2], predict the reactants needed to synthesize it. The reactants are: [CH2:1]([N:3]([CH2:32][CH3:33])[CH2:4][CH2:5][NH:6][C:7]([C:9]1[CH:18]=C[C:16]2[C:11](=[CH:12][CH:13]=[C:14]([Sn:19]([CH2:28][CH2:29][CH2:30][CH3:31])([CH2:24][CH2:25][CH2:26][CH3:27])[CH2:20][CH2:21][CH2:22][CH3:23])[CH:15]=2)[N:10]=1)=[O:8])[CH3:2].C([N:36](CC)CCNC(C1C=NC2C(=CC=C(I)C=2)N=1)=O)C. (3) Given the product [C:9]1([CH2:8][C:3]([CH3:4])=[O:5])[CH:14]=[CH:13][CH:12]=[CH:11][CH:10]=1, predict the reactants needed to synthesize it. The reactants are: CN(OC)[C:3](=[O:5])[CH3:4].[CH2:8]([Mg]Cl)[C:9]1[CH:14]=[CH:13][CH:12]=[CH:11][CH:10]=1.